This data is from Catalyst prediction with 721,799 reactions and 888 catalyst types from USPTO. The task is: Predict which catalyst facilitates the given reaction. Reactant: C(OC([N:8]1[CH2:13][CH2:12][CH:11]([CH2:14][CH2:15][N:16]2[C:24]([O:25][CH3:26])=[N:23][C:22]3[C:17]2=[N:18][C:19]([O:28][CH2:29][CH2:30][O:31][CH3:32])=[N:20][C:21]=3[NH2:27])[CH2:10][CH2:9]1)=O)(C)(C)C.FC(F)(F)C(O)=O.C(=O)([O-])[O-].[K+].[K+].Cl[CH2:47][C:48]([NH:50][C:51]1[CH:56]=[CH:55][CH:54]=[C:53]([CH2:57][C:58]([O:60][CH3:61])=[O:59])[CH:52]=1)=[O:49]. Product: [CH3:26][O:25][C:24]1[N:16]([CH2:15][CH2:14][CH:11]2[CH2:10][CH2:9][N:8]([CH2:47][C:48]([NH:50][C:51]3[CH:56]=[CH:55][CH:54]=[C:53]([CH2:57][C:58]([O:60][CH3:61])=[O:59])[CH:52]=3)=[O:49])[CH2:13][CH2:12]2)[C:17]2[C:22]([N:23]=1)=[C:21]([NH2:27])[N:20]=[C:19]([O:28][CH2:29][CH2:30][O:31][CH3:32])[N:18]=2. The catalyst class is: 3.